Dataset: Forward reaction prediction with 1.9M reactions from USPTO patents (1976-2016). Task: Predict the product of the given reaction. (1) Given the reactants [CH3:1][C:2]([C:9]1[CH:14]=[CH:13][CH:12]=[C:11]([Br:15])[CH:10]=1)([CH3:8])[C:3](=O)[C:4]([OH:6])=[O:5].[CH3:16][NH2:17].C([O-])(=O)C(C)=O.CO, predict the reaction product. The product is: [Br:15][C:11]1[CH:10]=[C:9]([CH:14]=[CH:13][CH:12]=1)[C:2]([CH3:8])([CH3:1])[C@@H:3]([C:4]([OH:6])=[O:5])[NH:17][CH3:16]. (2) Given the reactants Cl[C:2]1[CH:3]=[C:4]([CH3:17])[C:5]2[N:6]([C:8]([C:12]([O:14][CH2:15][CH3:16])=[O:13])=[C:9]([CH3:11])[N:10]=2)[N:7]=1.[F:18][C:19]([F:30])([F:29])[C:20]1[CH:25]=[CH:24][CH:23]=[CH:22][C:21]=1B(O)O.C(=O)([O-])[O-].[Cs+].[Cs+], predict the reaction product. The product is: [CH3:11][C:9]1[N:10]=[C:5]2[C:4]([CH3:17])=[CH:3][C:2]([C:21]3[CH:22]=[CH:23][CH:24]=[CH:25][C:20]=3[C:19]([F:30])([F:29])[F:18])=[N:7][N:6]2[C:8]=1[C:12]([O:14][CH2:15][CH3:16])=[O:13]. (3) The product is: [C:33]([C:27]1[CH:26]=[C:25]([B:10]2[O:11][C:12]([CH3:17])([CH3:18])[C:13]([CH3:15])([CH3:16])[O:14]2)[CH:30]=[C:29]([O:31][CH3:32])[CH:28]=1)([CH3:36])([CH3:34])[CH3:35]. Given the reactants [B:10]1([B:10]2[O:14][C:13]([CH3:16])([CH3:15])[C:12]([CH3:18])([CH3:17])[O:11]2)[O:14][C:13]([CH3:16])([CH3:15])[C:12]([CH3:18])([CH3:17])[O:11]1.CC([O-])=O.[K+].Br[C:25]1[CH:30]=[C:29]([O:31][CH3:32])[CH:28]=[C:27]([C:33]([CH3:36])([CH3:35])[CH3:34])[CH:26]=1, predict the reaction product. (4) Given the reactants [Cl:1][C:2]1[CH:3]=[C:4]([CH:7]=[CH:8][C:9]=1[O:10][CH3:11])[CH2:5][NH2:6].C[O:13][C:14](=O)/[CH:15]=[C:16](/OC)\[CH2:17]Cl.C(N(CC)CC)C.C(OCC)(=O)C, predict the reaction product. The product is: [Cl:1][C:2]1[CH:3]=[C:4]([CH:7]=[CH:8][C:9]=1[O:10][CH3:11])[CH2:5][N:6]1[CH2:17][CH:16]=[CH:15][C:14]1=[O:13]. (5) The product is: [CH3:50][C:49]1[CH:9]=[CH:10][N:11]=[C:12]([NH:8][C:6](=[O:7])[N:3]([CH3:4])[CH2:2][CH2:1][CH2:30][O:29][C:17]2[CH:18]=[CH:19][C:20]3[C:21]([C:25]([F:26])([F:27])[F:28])=[N:22][O:23][C:24]=3[C:16]=2[CH2:13][CH2:14][CH3:15])[CH:48]=1. Given the reactants [CH:1]1N=[CH:4][N:3]([C:6]([N:8]2[CH:12]=[N:11][CH:10]=[CH:9]2)=[O:7])[CH:2]=1.[CH2:13]([C:16]1[C:24]2[O:23][N:22]=[C:21]([C:25]([F:28])([F:27])[F:26])[C:20]=2[CH:19]=[CH:18][C:17]=1[O:29][CH2:30]CCNC)[CH2:14][CH3:15].[Li+].C[Si]([N-][Si](C)(C)C)(C)C.NC1C=[CH:50][CH:49]=[CH:48]N=1.[NH4+].[Cl-], predict the reaction product.